This data is from P-glycoprotein inhibition data for predicting drug efflux from Broccatelli et al.. The task is: Regression/Classification. Given a drug SMILES string, predict its absorption, distribution, metabolism, or excretion properties. Task type varies by dataset: regression for continuous measurements (e.g., permeability, clearance, half-life) or binary classification for categorical outcomes (e.g., BBB penetration, CYP inhibition). Dataset: pgp_broccatelli. The result is 1 (inhibitor). The drug is CC(=O)c1cccc(OC[C@@H](O)CN2CCN(c3ccc(F)cc3)CC2)c1.